From a dataset of Full USPTO retrosynthesis dataset with 1.9M reactions from patents (1976-2016). Predict the reactants needed to synthesize the given product. The reactants are: [Cl:1][C:2]1[C:3]([O:30][C@H:31]2[CH2:36][CH2:35][CH2:34][CH2:33][C@@H:32]2[C:37]2[C:38]([N+:48]([O-])=O)=[N:39][N:40](C3CCCCO3)[CH:41]=2)=[CH:4][C:5]([F:29])=[C:6]([S:8]([N:11](CC2C=CC(OC)=CC=2OC)[C:12]2[CH:17]=[CH:16][N:15]=[CH:14][N:13]=2)(=[O:10])=[O:9])[CH:7]=1.C([SiH](CC)CC)C.FC(F)(F)C(O)=O.ClCCl. Given the product [NH2:48][C:38]1[C:37]([C@H:32]2[CH2:33][CH2:34][CH2:35][CH2:36][C@@H:31]2[O:30][C:3]2[C:2]([Cl:1])=[CH:7][C:6]([S:8]([NH:11][C:12]3[CH:17]=[CH:16][N:15]=[CH:14][N:13]=3)(=[O:9])=[O:10])=[C:5]([F:29])[CH:4]=2)=[CH:41][NH:40][N:39]=1, predict the reactants needed to synthesize it.